From a dataset of CYP1A2 inhibition data for predicting drug metabolism from PubChem BioAssay. Regression/Classification. Given a drug SMILES string, predict its absorption, distribution, metabolism, or excretion properties. Task type varies by dataset: regression for continuous measurements (e.g., permeability, clearance, half-life) or binary classification for categorical outcomes (e.g., BBB penetration, CYP inhibition). Dataset: cyp1a2_veith. (1) The drug is Cn1c(-c2ccc3c(c2)OCO3)cnc1NCc1ccccc1.O=C(O)C(=O)O. The result is 1 (inhibitor). (2) The drug is CN(C)Cc1cc(C(C)(C)C)cc(CNC2CCCCC2)c1O. The result is 0 (non-inhibitor). (3) The molecule is CCN(CC)CCOC(=O)C(c1ccccc1)c1ccccc1. The result is 1 (inhibitor). (4) The molecule is COC(=O)/C=C\c1cc(O)ccc1O. The result is 1 (inhibitor). (5) The drug is COc1ccc(NCc2c(O)ccc3ccccc23)cc1. The result is 1 (inhibitor).